Predict the reactants needed to synthesize the given product. From a dataset of Full USPTO retrosynthesis dataset with 1.9M reactions from patents (1976-2016). (1) The reactants are: [CH2:1]([S:8][C:9]1[N:10]=[C:11](Cl)[C:12]2[S:17][C:16]([NH2:18])=[N:15][C:13]=2[N:14]=1)[C:2]1[CH:7]=[CH:6][CH:5]=[CH:4][CH:3]=1.CCN(C(C)C)C(C)C.[NH2:29][C@H:30]([CH2:33][CH2:34][CH3:35])[CH2:31][OH:32].O. Given the product [NH2:18][C:16]1[S:17][C:12]2[C:11]([NH:29][C@H:30]([CH2:33][CH2:34][CH3:35])[CH2:31][OH:32])=[N:10][C:9]([S:8][CH2:1][C:2]3[CH:7]=[CH:6][CH:5]=[CH:4][CH:3]=3)=[N:14][C:13]=2[N:15]=1, predict the reactants needed to synthesize it. (2) Given the product [O:7]([C:8]1[C:9]2[N:10]([N:14]=[CH:15][N:16]=2)[CH:11]=[CH:12][CH:13]=1)[C@@H:6]1[S:17][CH2:18][C@@H:19]([OH:25])[C@H:20]([OH:21])[C@H:5]1[OH:4], predict the reactants needed to synthesize it. The reactants are: C([O:4][C@@H:5]1[C@@H:20]([O:21]C(=O)C)[C@H:19]([O:25]C(=O)C)[CH2:18][S:17][C@H:6]1[O:7][C:8]1[C:9]2[N:10]([N:14]=[CH:15][N:16]=2)[CH:11]=[CH:12][CH:13]=1)(=O)C.N.